Dataset: Reaction yield outcomes from USPTO patents with 853,638 reactions. Task: Predict the reaction yield, written as a fraction of the theoretical maximum amount of product (1.0 means a 100% yield; for example, 0.34 means a 34% yield). (1) The reactants are [C:9](O[C:9]([O:11][C:12]([CH3:15])([CH3:14])[CH3:13])=[O:10])([O:11][C:12]([CH3:15])([CH3:14])[CH3:13])=[O:10].[C:16]1([NH2:23])[CH:21]=[CH:20][CH:19]=[C:18]([NH2:22])[CH:17]=1. The catalyst is C(Cl)(Cl)Cl. The product is [C:12]([O:11][C:9](=[O:10])[NH:22][C:18]1[CH:19]=[CH:20][CH:21]=[C:16]([NH2:23])[CH:17]=1)([CH3:13])([CH3:14])[CH3:15]. The yield is 0.870. (2) The reactants are [OH-:1].[K+].[Cl:3][C:4]1[C:9]([Cl:10])=[CH:8][CH:7]=[CH:6][C:5]=1[CH2:11][N:12]1[C:16]2[CH:17]=[C:18]([N:23]3[CH2:28][CH2:27][O:26][CH2:25][CH2:24]3)[CH:19]=[C:20]([C:21]#[N:22])[C:15]=2[N:14]=[C:13]1[CH3:29].OO. The catalyst is O.C1COCC1. The product is [Cl:3][C:4]1[C:9]([Cl:10])=[CH:8][CH:7]=[CH:6][C:5]=1[CH2:11][N:12]1[C:16]2[CH:17]=[C:18]([N:23]3[CH2:24][CH2:25][O:26][CH2:27][CH2:28]3)[CH:19]=[C:20]([C:21]([NH2:22])=[O:1])[C:15]=2[N:14]=[C:13]1[CH3:29]. The yield is 0.510. (3) The reactants are [NH2:1][C:2]1[CH:9]=[CH:8][C:5]([C:6]#[N:7])=[CH:4][C:3]=1[N+:10]([O-:12])=[O:11].C(N(CC)C(C)C)(C)C.[C:22]([O:26][C:27](O[C:27]([O:26][C:22]([CH3:25])([CH3:24])[CH3:23])=[O:28])=[O:28])([CH3:25])([CH3:24])[CH3:23]. The catalyst is CN(C)C1C=CN=CC=1.C(Cl)Cl.C(OC(OC(OC(C)(C)C)=O)=O)(C)(C)C. The product is [C:22]([O:26][C:27](=[O:28])[NH:1][C:2]1[CH:9]=[CH:8][C:5]([C:6]#[N:7])=[CH:4][C:3]=1[N+:10]([O-:12])=[O:11])([CH3:25])([CH3:24])[CH3:23]. The yield is 0.790.